This data is from Forward reaction prediction with 1.9M reactions from USPTO patents (1976-2016). The task is: Predict the product of the given reaction. (1) Given the reactants [Cl:1][C:2]1[CH:3]=[C:4]([C@:9]23[CH2:14][CH:13]2[CH2:12][O:11][C:10]3=[O:15])[CH:5]=[CH:6][C:7]=1[Cl:8].ClCCl, predict the reaction product. The product is: [Cl:1][C:2]1[CH:3]=[C:4]([C@:9]2([CH2:10][OH:15])[CH2:14][CH:13]2[CH2:12][OH:11])[CH:5]=[CH:6][C:7]=1[Cl:8]. (2) Given the reactants [OH-].[Na+].[CH2:3]([O:5][CH2:6][CH2:7][O:8][C:9]1[CH:14]=[C:13]([CH2:15][CH2:16][C:17]([O:19]C)=[O:18])[CH:12]=[CH:11][C:10]=1[C:21]1[CH:26]=[CH:25][CH:24]=[C:23]([N:27]([CH3:38])[C:28]([NH:30][CH2:31][CH2:32][CH2:33][CH2:34][CH2:35][CH2:36][CH3:37])=[O:29])[CH:22]=1)[CH3:4], predict the reaction product. The product is: [CH2:3]([O:5][CH2:6][CH2:7][O:8][C:9]1[CH:14]=[C:13]([CH2:15][CH2:16][C:17]([OH:19])=[O:18])[CH:12]=[CH:11][C:10]=1[C:21]1[CH:26]=[CH:25][CH:24]=[C:23]([N:27]([CH3:38])[C:28]([NH:30][CH2:31][CH2:32][CH2:33][CH2:34][CH2:35][CH2:36][CH3:37])=[O:29])[CH:22]=1)[CH3:4].